From a dataset of NCI-60 drug combinations with 297,098 pairs across 59 cell lines. Regression. Given two drug SMILES strings and cell line genomic features, predict the synergy score measuring deviation from expected non-interaction effect. (1) Drug 1: C#CCC(CC1=CN=C2C(=N1)C(=NC(=N2)N)N)C3=CC=C(C=C3)C(=O)NC(CCC(=O)O)C(=O)O. Drug 2: C1CCC(C(C1)N)N.C(=O)(C(=O)[O-])[O-].[Pt+4]. Cell line: MALME-3M. Synergy scores: CSS=11.1, Synergy_ZIP=-0.204, Synergy_Bliss=-0.222, Synergy_Loewe=-3.84, Synergy_HSA=-3.84. (2) Drug 1: CC1=CC=C(C=C1)C2=CC(=NN2C3=CC=C(C=C3)S(=O)(=O)N)C(F)(F)F. Drug 2: CC(C)NC(=O)C1=CC=C(C=C1)CNNC.Cl. Synergy scores: CSS=-4.23, Synergy_ZIP=5.89, Synergy_Bliss=-3.04, Synergy_Loewe=-2.66, Synergy_HSA=-4.49. Cell line: KM12. (3) Drug 1: CC1=C2C(C(=O)C3(C(CC4C(C3C(C(C2(C)C)(CC1OC(=O)C(C(C5=CC=CC=C5)NC(=O)C6=CC=CC=C6)O)O)OC(=O)C7=CC=CC=C7)(CO4)OC(=O)C)O)C)OC(=O)C. Drug 2: CC(C)NC(=O)C1=CC=C(C=C1)CNNC.Cl. Cell line: ACHN. Synergy scores: CSS=12.7, Synergy_ZIP=-6.83, Synergy_Bliss=3.61, Synergy_Loewe=-14.6, Synergy_HSA=0.776. (4) Drug 1: CNC(=O)C1=NC=CC(=C1)OC2=CC=C(C=C2)NC(=O)NC3=CC(=C(C=C3)Cl)C(F)(F)F. Drug 2: CN(CC1=CN=C2C(=N1)C(=NC(=N2)N)N)C3=CC=C(C=C3)C(=O)NC(CCC(=O)O)C(=O)O. Cell line: SNB-19. Synergy scores: CSS=34.7, Synergy_ZIP=5.95, Synergy_Bliss=4.92, Synergy_Loewe=-63.1, Synergy_HSA=-1.43. (5) Drug 1: C1=C(C(=O)NC(=O)N1)F. Drug 2: CC1=C2C(C(=O)C3(C(CC4C(C3C(C(C2(C)C)(CC1OC(=O)C(C(C5=CC=CC=C5)NC(=O)OC(C)(C)C)O)O)OC(=O)C6=CC=CC=C6)(CO4)OC(=O)C)O)C)O. Cell line: RXF 393. Synergy scores: CSS=39.0, Synergy_ZIP=-7.60, Synergy_Bliss=-8.01, Synergy_Loewe=-4.90, Synergy_HSA=-2.83. (6) Drug 1: COC1=C2C(=CC3=C1OC=C3)C=CC(=O)O2. Drug 2: C(CN)CNCCSP(=O)(O)O. Cell line: RPMI-8226. Synergy scores: CSS=-15.1, Synergy_ZIP=9.01, Synergy_Bliss=6.97, Synergy_Loewe=-7.24, Synergy_HSA=-5.36. (7) Drug 1: C(=O)(N)NO. Cell line: COLO 205. Drug 2: CN(CC1=CN=C2C(=N1)C(=NC(=N2)N)N)C3=CC=C(C=C3)C(=O)NC(CCC(=O)O)C(=O)O. Synergy scores: CSS=33.7, Synergy_ZIP=-5.16, Synergy_Bliss=-1.93, Synergy_Loewe=-2.76, Synergy_HSA=-0.313.